The task is: Regression. Given a target protein amino acid sequence and a drug SMILES string, predict the binding affinity score between them. We predict pIC50 (pIC50 = -log10(IC50 in M); higher means more potent). Dataset: bindingdb_ic50.. This data is from Drug-target binding data from BindingDB using IC50 measurements. (1) The small molecule is CSc1ccc(Nc2nc3cc(C(N)=O)ccc3n2Cc2ccccc2C(F)(F)F)cc1. The target protein (Q12840) has sequence MAETNNECSIKVLCRFRPLNQAEILRGDKFIPIFQGDDSVVIGGKPYVFDRVFPPNTTQEQVYHACAMQIVKDVLAGYNGTIFAYGQTSSGKTHTMEGKLHDPQLMGIIPRIARDIFNHIYSMDENLEFHIKVSYFEIYLDKIRDLLDVTKTNLSVHEDKNRVPFVKGCTERFVSSPEEILDVIDEGKSNRHVAVTNMNEHSSRSHSIFLINIKQENMETEQKLSGKLYLVDLAGSEKVSKTGAEGAVLDEAKNINKSLSALGNVISALAEGTKSYVPYRDSKMTRILQDSLGGNCRTTMFICCSPSSYNDAETKSTLMFGQRAKTIKNTASVNLELTAEQWKKKYEKEKEKTKAQKETIAKLEAELSRWRNGENVPETERLAGEEAALGAELCEETPVNDNSSIVVRIAPEERQKYEEEIRRLYKQLDDKDDEINQQSQLIEKLKQQMLDQEELLVSTRGDNEKVQRELSHLQSENDAAKDEVKEVLQALEELAVNYDQ.... The pIC50 is 4.3. (2) The small molecule is Cc1cccc(NCCC(=O)c2cccc([N+](=O)[O-])c2)c1C. The target protein sequence is MSKIFDLVVIGAGSGGLEAGWNAATLYKKRVAVIDVQTHHGPPHYAALGGTCVNVGCVPKKLMVTGAQYMDHLRESAGFGWEFDGSSVKANWKKLIAAKNEAVLDINKSYEGMFNDTEGLDFFLGWGSLESKNVVVVRETADPKSAVKERLQADHILLATGSWPQMPAIPGVEHCISSNEAFYLPEPPRRVLTVGGGFISVEFAGIFNAYKPPGGKVTLCYRNNLILRGFDETIREEVTKQLTANGIEIMTNENPAKVSLNTDGSKHVTFESGKTLDVDVVMMAIGRIPRTNDLQLGNVGVKLTPKGGVQVDEFSRTNVPNIYAIGDITDRLMLTPVAINEGAALVDTVFGNKPRKTDHTRVASAVFSIPPIGTCGLIEEVAAKEFEKVAVYMSSFTPLMHNISGSKYKKFVAKIVTNHSDGTVLGVHLLGDGAPEIIQAVGVCLRLNAKISDFYNTIGVHPTSAEELCSMRTPSYYYLKGEKMETLPESSL. The pIC50 is 5.8.